From a dataset of NCI-60 drug combinations with 297,098 pairs across 59 cell lines. Regression. Given two drug SMILES strings and cell line genomic features, predict the synergy score measuring deviation from expected non-interaction effect. (1) Cell line: SK-MEL-2. Drug 2: CN(CC1=CN=C2C(=N1)C(=NC(=N2)N)N)C3=CC=C(C=C3)C(=O)NC(CCC(=O)O)C(=O)O. Synergy scores: CSS=5.23, Synergy_ZIP=-1.73, Synergy_Bliss=-0.316, Synergy_Loewe=-11.7, Synergy_HSA=-5.13. Drug 1: CC1=C(C=C(C=C1)NC2=NC=CC(=N2)N(C)C3=CC4=NN(C(=C4C=C3)C)C)S(=O)(=O)N.Cl. (2) Drug 1: C1=CC(=CC=C1CCCC(=O)O)N(CCCl)CCCl. Drug 2: CS(=O)(=O)OCCCCOS(=O)(=O)C. Cell line: IGROV1. Synergy scores: CSS=39.2, Synergy_ZIP=4.15, Synergy_Bliss=7.15, Synergy_Loewe=2.63, Synergy_HSA=9.72. (3) Drug 1: CC(C1=C(C=CC(=C1Cl)F)Cl)OC2=C(N=CC(=C2)C3=CN(N=C3)C4CCNCC4)N. Drug 2: C1CCC(CC1)NC(=O)N(CCCl)N=O. Cell line: KM12. Synergy scores: CSS=41.9, Synergy_ZIP=-6.82, Synergy_Bliss=-5.75, Synergy_Loewe=-2.44, Synergy_HSA=-0.902. (4) Drug 1: C(CCl)NC(=O)N(CCCl)N=O. Drug 2: B(C(CC(C)C)NC(=O)C(CC1=CC=CC=C1)NC(=O)C2=NC=CN=C2)(O)O. Cell line: HCT-15. Synergy scores: CSS=69.1, Synergy_ZIP=-1.84, Synergy_Bliss=1.32, Synergy_Loewe=1.48, Synergy_HSA=4.49.